This data is from NCI-60 drug combinations with 297,098 pairs across 59 cell lines. The task is: Regression. Given two drug SMILES strings and cell line genomic features, predict the synergy score measuring deviation from expected non-interaction effect. (1) Drug 2: CC1C(C(CC(O1)OC2CC(CC3=C2C(=C4C(=C3O)C(=O)C5=C(C4=O)C(=CC=C5)OC)O)(C(=O)CO)O)N)O.Cl. Drug 1: CCC1=CC2CC(C3=C(CN(C2)C1)C4=CC=CC=C4N3)(C5=C(C=C6C(=C5)C78CCN9C7C(C=CC9)(C(C(C8N6C)(C(=O)OC)O)OC(=O)C)CC)OC)C(=O)OC.C(C(C(=O)O)O)(C(=O)O)O. Cell line: SK-MEL-28. Synergy scores: CSS=35.6, Synergy_ZIP=-1.60, Synergy_Bliss=-0.125, Synergy_Loewe=-2.10, Synergy_HSA=0.0724. (2) Drug 1: C1=CC(=C2C(=C1NCCNCCO)C(=O)C3=C(C=CC(=C3C2=O)O)O)NCCNCCO. Drug 2: C(CN)CNCCSP(=O)(O)O. Cell line: K-562. Synergy scores: CSS=55.6, Synergy_ZIP=4.83, Synergy_Bliss=10.0, Synergy_Loewe=-37.3, Synergy_HSA=9.74. (3) Drug 1: C1=NNC2=C1C(=O)NC=N2. Drug 2: CCC1(C2=C(COC1=O)C(=O)N3CC4=CC5=C(C=CC(=C5CN(C)C)O)N=C4C3=C2)O.Cl. Cell line: SK-OV-3. Synergy scores: CSS=27.7, Synergy_ZIP=-4.47, Synergy_Bliss=3.30, Synergy_Loewe=-22.1, Synergy_HSA=-0.614. (4) Drug 1: CC1OCC2C(O1)C(C(C(O2)OC3C4COC(=O)C4C(C5=CC6=C(C=C35)OCO6)C7=CC(=C(C(=C7)OC)O)OC)O)O. Drug 2: CCC(=C(C1=CC=CC=C1)C2=CC=C(C=C2)OCCN(C)C)C3=CC=CC=C3.C(C(=O)O)C(CC(=O)O)(C(=O)O)O. Cell line: MDA-MB-231. Synergy scores: CSS=20.0, Synergy_ZIP=-1.06, Synergy_Bliss=-3.21, Synergy_Loewe=-10.7, Synergy_HSA=-2.81. (5) Drug 1: C1CN(P(=O)(OC1)NCCCl)CCCl. Drug 2: CC(C)CN1C=NC2=C1C3=CC=CC=C3N=C2N. Cell line: OVCAR-8. Synergy scores: CSS=1.49, Synergy_ZIP=-0.379, Synergy_Bliss=-1.30, Synergy_Loewe=-2.22, Synergy_HSA=-3.29. (6) Drug 1: C1CN(CCN1C(=O)CCBr)C(=O)CCBr. Drug 2: C(CN)CNCCSP(=O)(O)O. Cell line: CCRF-CEM. Synergy scores: CSS=58.4, Synergy_ZIP=0.358, Synergy_Bliss=-1.20, Synergy_Loewe=-30.1, Synergy_HSA=-2.21. (7) Drug 1: C1CN1P(=S)(N2CC2)N3CC3. Drug 2: CC1C(C(CC(O1)OC2CC(CC3=C2C(=C4C(=C3O)C(=O)C5=C(C4=O)C(=CC=C5)OC)O)(C(=O)CO)O)N)O.Cl. Cell line: MDA-MB-231. Synergy scores: CSS=27.7, Synergy_ZIP=-5.54, Synergy_Bliss=-3.63, Synergy_Loewe=-26.1, Synergy_HSA=-2.25. (8) Drug 1: CC(C)NC(=O)C1=CC=C(C=C1)CNNC.Cl. Drug 2: C1C(C(OC1N2C=NC(=NC2=O)N)CO)O. Cell line: RXF 393. Synergy scores: CSS=2.81, Synergy_ZIP=-1.06, Synergy_Bliss=-1.47, Synergy_Loewe=-2.00, Synergy_HSA=-3.82.